Dataset: Catalyst prediction with 721,799 reactions and 888 catalyst types from USPTO. Task: Predict which catalyst facilitates the given reaction. (1) Reactant: [Cl:1][C:2]1[CH:7]=[CH:6][C:5]([N:8]=[N:9][C:10]2[C:11]([CH3:23])=[C:12]([C:21]#[N:22])[C:13](=[O:20])[N:14]([CH2:17][CH2:18][OH:19])[C:15]=2[OH:16])=[C:4]([N+:24]([O-:26])=[O:25])[CH:3]=1.N1C=C[CH:30]=[CH:29][CH:28]=1.[OH2:33]. Product: [Cl:1][C:2]1[CH:7]=[CH:6][C:5]([N:8]=[N:9][C:10]2[C:11]([CH3:23])=[C:12]([C:21]#[N:22])[C:13](=[O:20])[N:14]([CH2:17][CH2:18][O:19][C:28](=[O:33])[CH:29]=[CH2:30])[C:15]=2[OH:16])=[C:4]([N+:24]([O-:26])=[O:25])[CH:3]=1. The catalyst class is: 2. (2) Reactant: [Cl:1][C:2]1[CH:32]=[CH:31][CH:30]=[C:29]([F:33])[C:3]=1[C:4]([NH:6][C:7]1[CH:28]=[CH:27][C:10]2[O:11][C@@H:12]([CH2:25][OH:26])[CH2:13][N:14]([S:15]([C:18]3[CH:23]=[CH:22][C:21]([F:24])=[CH:20][CH:19]=3)(=[O:17])=[O:16])[C:9]=2[CH:8]=1)=[O:5].C(N(CC)C(C)C)(C)C.[CH3:43][S:44](O[S:44]([CH3:43])(=[O:46])=[O:45])(=[O:46])=[O:45]. Product: [CH3:43][S:44]([O:26][CH2:25][C@@H:12]1[O:11][C:10]2[CH:27]=[CH:28][C:7]([NH:6][C:4](=[O:5])[C:3]3[C:29]([F:33])=[CH:30][CH:31]=[CH:32][C:2]=3[Cl:1])=[CH:8][C:9]=2[N:14]([S:15]([C:18]2[CH:19]=[CH:20][C:21]([F:24])=[CH:22][CH:23]=2)(=[O:16])=[O:17])[CH2:13]1)(=[O:46])=[O:45]. The catalyst class is: 4. (3) Reactant: [CH2:1]([N:4]([CH2:27][CH2:28][CH3:29])[C:5]([C:7]1[CH:8]=[C:9]([CH:14]=[C:15]([C:17]2[CH:18]=[CH:19][CH:20]=[C:21]3[C:26]=2[N:25]=[CH:24][CH:23]=[CH:22]3)[CH:16]=1)[C:10]([O:12]C)=[O:11])=[O:6])[CH2:2][CH3:3].[OH-].[Li+].O. Product: [CH2:27]([N:4]([CH2:1][CH2:2][CH3:3])[C:5]([C:7]1[CH:8]=[C:9]([CH:14]=[C:15]([C:17]2[CH:18]=[CH:19][CH:20]=[C:21]3[C:26]=2[N:25]=[CH:24][CH:23]=[CH:22]3)[CH:16]=1)[C:10]([OH:12])=[O:11])=[O:6])[CH2:28][CH3:29]. The catalyst class is: 5. (4) Reactant: [CH3:1][C:2](C)([O-:4])[CH3:3].[Na+].CC(O)C.Cl[C:12]1[N:13]=[CH:14][C:15]([C:18]([O:20]C)=[O:19])=[N:16][CH:17]=1. Product: [CH:2]([O:4][C:12]1[N:13]=[CH:14][C:15]([C:18]([OH:20])=[O:19])=[N:16][CH:17]=1)([CH3:3])[CH3:1]. The catalyst class is: 1. (5) Reactant: [CH:1]1[CH:14]=[C:13]2[C:4]([C:5]3[C:10]([C:11](=[O:15])[NH:12]2)=[CH:9][CH:8]=[C:7]2[CH:16]=[CH:17][CH:18]=[CH:19][C:6]=32)=[C:3]2[CH:20]=[CH:21][CH:22]=[CH:23][C:2]=12.[Li]CCCC.[CH3:29][C:30]([O:33][C:34](O[C:34]([O:33][C:30]([CH3:32])([CH3:31])[CH3:29])=[O:35])=[O:35])([CH3:32])[CH3:31].[Cl-].[NH4+]. Product: [O:15]=[C:11]1[C:10]2[C:5](=[C:6]3[CH:19]=[CH:18][CH:17]=[CH:16][C:7]3=[CH:8][CH:9]=2)[C:4]2[C:13](=[CH:14][CH:1]=[C:2]3[CH:23]=[CH:22][CH:21]=[CH:20][C:3]3=2)[N:12]1[C:34]([O:33][C:30]([CH3:32])([CH3:31])[CH3:29])=[O:35]. The catalyst class is: 1. (6) Reactant: [CH2:1]([C:3]1[N:4]=[C:5]2[CH:10]=[CH:9][C:8]([S:11][CH3:12])=[N:7][N:6]2[C:13]=1[S:14]([NH2:17])(=[O:16])=[O:15])[CH3:2].ClC1C=CC=C(C(OO)=O)C=1.[OH2:29].[OH2:30].N. Product: [CH2:1]([C:3]1[N:4]=[C:5]2[CH:10]=[CH:9][C:8]([S:11]([CH3:12])(=[O:30])=[O:29])=[N:7][N:6]2[C:13]=1[S:14]([NH2:17])(=[O:15])=[O:16])[CH3:2]. The catalyst class is: 3.